From a dataset of Reaction yield outcomes from USPTO patents with 853,638 reactions. Predict the reaction yield, written as a fraction of the theoretical maximum amount of product (1.0 means a 100% yield; for example, 0.34 means a 34% yield). (1) The reactants are [BH4-].[Na+].[Br:3][C:4]1[C:8]([C:9]2[CH:10]=[CH:11][C:12]3[O:17][CH2:16][CH2:15][CH2:14][C:13]=3[CH:18]=2)=[C:7]([C:19](=[O:24])[C:20]([O:22][CH3:23])=[O:21])[N:6]([CH3:25])[N:5]=1.O. The catalyst is O1CCCC1. The product is [Br:3][C:4]1[C:8]([C:9]2[CH:10]=[CH:11][C:12]3[O:17][CH2:16][CH2:15][CH2:14][C:13]=3[CH:18]=2)=[C:7]([CH:19]([OH:24])[C:20]([O:22][CH3:23])=[O:21])[N:6]([CH3:25])[N:5]=1. The yield is 0.680. (2) The reactants are [N+:1]([C:4]1[CH:9]=[C:8]([NH2:10])[CH:7]=[CH:6][C:5]=1[NH2:11])([O-:3])=[O:2].CN(C)C1C=CC=CC=1.[CH:21]([C:24]1[CH:29]=[CH:28][C:27]([S:30](Cl)(=[O:32])=[O:31])=[CH:26][CH:25]=1)([CH3:23])[CH3:22]. The catalyst is C(#N)C. The product is [NH2:11][C:5]1[CH:6]=[CH:7][C:8]([NH:10][S:30]([C:27]2[CH:28]=[CH:29][C:24]([CH:21]([CH3:23])[CH3:22])=[CH:25][CH:26]=2)(=[O:32])=[O:31])=[CH:9][C:4]=1[N+:1]([O-:3])=[O:2]. The yield is 0.540. (3) The reactants are [N:1]([CH2:4][CH2:5][O:6][CH2:7][CH2:8][O:9][CH2:10][CH2:11][O:12][CH2:13][CH2:14][NH2:15])=[N+:2]=[N-:3].[CH3:16][C:17]([O:20][C:21](O[C:21]([O:20][C:17]([CH3:19])([CH3:18])[CH3:16])=[O:22])=[O:22])([CH3:19])[CH3:18]. The catalyst is C(O)C. The product is [N:1]([CH2:4][CH2:5][O:6][CH2:7][CH2:8][O:9][CH2:10][CH2:11][O:12][CH2:13][CH2:14][NH:15][C:21](=[O:22])[O:20][C:17]([CH3:19])([CH3:18])[CH3:16])=[N+:2]=[N-:3]. The yield is 0.960.